From a dataset of Human Reference Interactome with 51,813 positive PPI pairs across 8,248 proteins, plus equal number of experimentally-validated negative pairs. Binary Classification. Given two protein amino acid sequences, predict whether they physically interact or not. (1) Protein 1 (ENSG00000143344) has sequence MEVKPVGEPTQEVSKFKLSTKVESTGHWLVEDHVRIWEVLKTEESSIQDWGEEVEEGAVYHVTLKRVQIQQAANKGARWLGVEGDQLPPGHTVSQYETCKIRTIKAGTLEKLVENLLTAFGDNDFTYISIFLSTYRGFASTKEVLELLLDRYGNLTSPNCEEDGSQSSSESKMVIRNAIASILRAWLDQCAEDFREPPHFPCLQKLLDYLTRMMPGSDPERRAQNLLEQFQKQEVETDNGLPNTISFSLEEEEELEGGESAEFTCFSEDLVAEQLTYMDAQLFKKVVPHHCLGCIWSRRD.... Protein 2 (ENSG00000185101) has sequence MQGEESLRILVEPEGDSFPLMEISTCETEASEQWDYVLVAQRHTQRDPRQARQQQFLEELRRKGFHIKVIRDQKQVFFGIRADNSVFGLYRTLLLEPEGPAPHAELAAPTTIPVTTSLRIRIVNFVVMNNKTSAGETFEDLMKDGVFEARFPLHKGEGRLKKTWARWRHMFREQPVDEIRNYFGEKVALYFVWLGWYTYMLVPAALTGLLVFLSGFSLFEASQISKEICEAHDILMCPLGDHSRRYQRLSETCTFAKLTHLFDNDGTVVFAIFMALWATVFLEIWKRQRARVVLHWDLYV.... Result: 0 (the proteins do not interact). (2) Protein 1 (ENSG00000089486) has sequence MSSEPPPPYPGGPTAPLLEEKSGAPPTPGRSSPAVMQPPPGMPLPPADIGPPPYEPPGHPMPQPGFIPPHMSADGTYMPPGFYPPPGPHPPMGYYPPGPYTPGPYPGPGGHTATVLVPSGAATTVTVLQGEIFEGAPVQTVCPHCQQAITTKISYEIGLMNFVLGFFCCFMGCDLGCCLIPCLINDFKDVTHTCPSCKAYIYTYKRLC*MSSEPPPPYPGGPTAPLLEEKSGAPPTPGRSSPAVMQPPPGMPLPPADIGPPPYEPPGHPMPQPGFIPPHMSADGTYMPPAAKPTSTRTSA.... Protein 2 (ENSG00000213658) has sequence MEEAILVPCVLGLLLLPILAMLMALCVHCHRLPGSYDSTSSDSLYPRGIQFKRPHTVAPWPPAYPPVTSYPPLSQPDLLPIPRSPQPLRDSDGANSVASYENEGASGIRGAQAGWGVWGPSWTRLTPVSLPPEPACEDADEDEDDYHNPGYLVVLPDSTPATSTAAPSAPALSTPGIRDSAFSMESIDDYVNVPESGESAEASLDGSREYVNVSQELHPGAAKTEPAALSSQEAEEVEEEGAPDYENLQELN*MEEAILVPCVLGLLLLPILAMLMALCVHCHRLPGSYDSTSSDSLYPR.... Result: 1 (the proteins interact).